Dataset: Full USPTO retrosynthesis dataset with 1.9M reactions from patents (1976-2016). Task: Predict the reactants needed to synthesize the given product. Given the product [NH2:13][C@H:12]([CH2:16][OH:15])[CH2:11][CH2:10][C:9]1[C:26]([F:30])=[CH:27][CH:28]=[CH:29][C:8]=1[NH:7][C:5](=[O:6])[C@@H:4]([N:1]=[N+:2]=[N-:3])[CH:31]([C:39]1[CH:44]=[CH:43][CH:42]=[C:41]([F:45])[CH:40]=1)[C:32]1[CH:37]=[CH:36][CH:35]=[C:34]([F:38])[CH:33]=1, predict the reactants needed to synthesize it. The reactants are: [N:1]([C@@H:4]([CH:31]([C:39]1[CH:44]=[CH:43][CH:42]=[C:41]([F:45])[CH:40]=1)[C:32]1[CH:37]=[CH:36][CH:35]=[C:34]([F:38])[CH:33]=1)[C:5]([NH:7][C:8]1[CH:29]=[CH:28][CH:27]=[C:26]([F:30])[C:9]=1[CH2:10][CH2:11][C@H:12]1[CH2:16][O:15]C(C)(C)[N:13]1C(OC(C)(C)C)=O)=[O:6])=[N+:2]=[N-:3].FC(F)(F)C(O)=O.O.